The task is: Regression. Given a peptide amino acid sequence and an MHC pseudo amino acid sequence, predict their binding affinity value. This is MHC class I binding data.. This data is from Peptide-MHC class I binding affinity with 185,985 pairs from IEDB/IMGT. (1) The MHC is HLA-A24:02 with pseudo-sequence HLA-A24:02. The peptide sequence is GYVVSNFEGV. The binding affinity (normalized) is 0. (2) The peptide sequence is YSAVVPLVY. The MHC is HLA-B57:01 with pseudo-sequence HLA-B57:01. The binding affinity (normalized) is 0.401. (3) The peptide sequence is FPEKYAAAF. The MHC is Mamu-A2201 with pseudo-sequence Mamu-A2201. The binding affinity (normalized) is 0.601. (4) The peptide sequence is NIVFSPFGY. The MHC is HLA-A26:02 with pseudo-sequence HLA-A26:02. The binding affinity (normalized) is 0.534. (5) The peptide sequence is YTMDGEYRL. The MHC is HLA-C12:03 with pseudo-sequence HLA-C12:03. The binding affinity (normalized) is 0.459. (6) The peptide sequence is RRSLLAHVR. The MHC is HLA-B58:01 with pseudo-sequence HLA-B58:01. The binding affinity (normalized) is 0.0847. (7) The peptide sequence is DEILLDGGAS. The MHC is HLA-B18:01 with pseudo-sequence HLA-B18:01. The binding affinity (normalized) is 0.607.